Dataset: Full USPTO retrosynthesis dataset with 1.9M reactions from patents (1976-2016). Task: Predict the reactants needed to synthesize the given product. (1) Given the product [C:15]([O:19][C:20]([N:22]1[CH2:27][CH2:26][C:25]([C:4]2[CH:5]=[CH:6][CH:7]=[C:2]([Cl:1])[CH:3]=2)([OH:28])[CH2:24][CH2:23]1)=[O:21])([CH3:18])([CH3:16])[CH3:17], predict the reactants needed to synthesize it. The reactants are: [Cl:1][C:2]1[CH:3]=[C:4]([Mg]Br)[CH:5]=[CH:6][CH:7]=1.C1COCC1.[C:15]([O:19][C:20]([N:22]1[CH2:27][CH2:26][C:25](=[O:28])[CH2:24][CH2:23]1)=[O:21])([CH3:18])([CH3:17])[CH3:16]. (2) Given the product [C:13]([O-:15])(=[O:14])/[CH:12]=[CH:6]/[C:7]([O-:8])=[O:1].[C:13]([OH:16])(=[O:14])/[CH:9]=[CH:7]/[C:6]([OH:5])=[O:1], predict the reactants needed to synthesize it. The reactants are: [OH2:1].C(B1[O:8][C:7](C)([CH3:9])[C:6]([CH3:12])(C)[O:5]1)=C.[C:13]([O-:16])([O-:15])=[O:14].[Na+].[Na+]. (3) Given the product [C:1]1([S:7]([CH2:8][CH3:9])=[O:16])[CH:6]=[CH:5][CH:4]=[CH:3][CH:2]=1, predict the reactants needed to synthesize it. The reactants are: [C:1]1([S:7][CH2:8][CH3:9])[CH:6]=[CH:5][CH:4]=[CH:3][CH:2]=1.CO.O.C1C(=O)N(Br)C(=[O:16])C1. (4) Given the product [C:12]1([C:29]2[CH:30]=[CH:31][CH:32]=[CH:33][CH:34]=2)[CH:17]=[CH:16][CH:15]=[CH:14][C:13]=1[C:18]1[N:1]([C:2]2[CH:7]=[CH:6][CH:5]=[CH:4][CH:3]=2)[C:20]([C:23]2[CH:24]=[CH:25][CH:26]=[CH:27][CH:28]=2)=[N:21][N:22]=1, predict the reactants needed to synthesize it. The reactants are: [NH2:1][C:2]1[CH:7]=[CH:6][CH:5]=[CH:4][CH:3]=1.[Cl-].[Al+3].[Cl-].[Cl-].[C:12]1([C:29]2[CH:34]=[CH:33][CH:32]=[CH:31][CH:30]=2)[CH:17]=[CH:16][CH:15]=[CH:14][C:13]=1[C:18]1O[C:20]([C:23]2[CH:28]=[CH:27][CH:26]=[CH:25][CH:24]=2)=[N:21][N:22]=1. (5) Given the product [C:12]([O:11][C:9]([N:25]1[CH2:26][CH2:27][N:22]([CH2:21][CH2:20][O:19][CH2:18][CH2:17][O:16][C:28](=[O:30])[CH3:29])[CH2:23][CH2:24]1)=[O:10])([CH3:13])([CH3:14])[CH3:15], predict the reactants needed to synthesize it. The reactants are: [C:12]([O:11][C:9](O[C:9]([O:11][C:12]([CH3:15])([CH3:14])[CH3:13])=[O:10])=[O:10])([CH3:15])([CH3:14])[CH3:13].[OH:16][CH2:17][CH2:18][O:19][CH2:20][CH2:21][N:22]1[CH2:27][CH2:26][NH:25][CH2:24][CH2:23]1.[C:28](OC(=O)C)(=[O:30])[CH3:29].N1C=CC=CC=1. (6) Given the product [OH:1][CH2:2][CH:3]1[CH2:5][O:6][C:18]([O:20][CH3:21])([CH3:19])[O:4]1, predict the reactants needed to synthesize it. The reactants are: [OH:1][CH2:2][CH:3]([CH2:5][OH:6])[OH:4].C1(C)C=CC(S(O)(=O)=O)=CC=1.[C:18](OC)(OC)([O:20][CH3:21])[CH3:19].C(=O)([O-])[O-].[Na+].[Na+].